From a dataset of Peptide-MHC class I binding affinity with 185,985 pairs from IEDB/IMGT. Regression. Given a peptide amino acid sequence and an MHC pseudo amino acid sequence, predict their binding affinity value. This is MHC class I binding data. (1) The peptide sequence is KLHRYIDSM. The MHC is HLA-A02:01 with pseudo-sequence HLA-A02:01. The binding affinity (normalized) is 0.672. (2) The peptide sequence is VRDVVMPAL. The MHC is HLA-A02:19 with pseudo-sequence HLA-A02:19. The binding affinity (normalized) is 0.0847. (3) The peptide sequence is KEGCQKILSV. The MHC is H-2-Kk with pseudo-sequence H-2-Kk. The binding affinity (normalized) is 0.0656. (4) The peptide sequence is PKKDERGAL. The MHC is HLA-B08:02 with pseudo-sequence HLA-B08:02. The binding affinity (normalized) is 0.0847. (5) The peptide sequence is RYWRLRYRI. The MHC is HLA-A24:02 with pseudo-sequence HLA-A24:02. The binding affinity (normalized) is 0.652. (6) The binding affinity (normalized) is 0.0116. The MHC is HLA-B18:01 with pseudo-sequence HLA-B18:01. The peptide sequence is PDVGVLFGL. (7) The peptide sequence is QVGIFLICK. The MHC is HLA-B08:03 with pseudo-sequence HLA-B08:03. The binding affinity (normalized) is 0.0847. (8) The peptide sequence is SLIKYLKY. The MHC is Mamu-B17 with pseudo-sequence Mamu-B17. The binding affinity (normalized) is 0.